This data is from Catalyst prediction with 721,799 reactions and 888 catalyst types from USPTO. The task is: Predict which catalyst facilitates the given reaction. (1) Reactant: [CH3:1][O:2][B:3](OC)OC.[F:8][C:9]1[CH:14]=[CH:13][C:12]([Mg]Br)=[CH:11][CH:10]=1. Product: [F:8][C:9]1[CH:14]=[CH:13][C:12]([B:3]([C:12]2[CH:13]=[CH:14][C:9]([F:8])=[CH:10][CH:11]=2)[O:2][CH3:1])=[CH:11][CH:10]=1. The catalyst class is: 7. (2) Product: [NH2:1][CH:2]([C:10]1[CH:15]=[CH:14][CH:13]=[C:12]([F:16])[CH:11]=1)[CH2:3][C:4]([OH:6])=[O:5].[Cl-:25].[Na+:26]. Reactant: [NH2:1][CH:2]([C:10]1[CH:15]=[CH:14][CH:13]=[C:12]([F:16])[CH:11]=1)[CH2:3][C:4]([O:6]CCC)=[O:5].P([O-])([O-])([O-])=O.[K+].[K+].[K+].[Cl-:25].[Na+:26]. The catalyst class is: 244. (3) Reactant: [NH2:1][C:2]1[CH:3]=[C:4]([CH:8]=[CH:9][C:10]=1[N:11]1[CH2:16][CH2:15][CH2:14][CH2:13][CH:12]1[CH3:17])[C:5]([OH:7])=[O:6].N1C=CC=CC=1.[C:24](Cl)(=[O:26])[CH3:25]. Product: [C:24]([NH:1][C:2]1[CH:3]=[C:4]([CH:8]=[CH:9][C:10]=1[N:11]1[CH2:16][CH2:15][CH2:14][CH2:13][CH:12]1[CH3:17])[C:5]([OH:7])=[O:6])(=[O:26])[CH3:25]. The catalyst class is: 2. (4) Reactant: Br[C:2]1[C:11]([O:12][CH2:13][O:14][CH2:15][CH2:16][O:17][CH3:18])=[C:10]2[C:5]([CH:6]=[CH:7][CH:8]=[N:9]2)=[CH:4][CH:3]=1.C([Li])(C)(C)C.CN(OC)C([CH2:28][C:29]1[CH:34]=[CH:33][CH:32]=[C:31]([CH2:35][C:36]2[CH:41]=[CH:40][CH:39]=[CH:38][CH:37]=2)[CH:30]=1)=O.C1C[O:47]CC1. Product: [CH2:35]([C:31]1[CH:30]=[C:29]([C:28]([C:2]2[C:11]([O:12][CH2:13][O:14][CH2:15][CH2:16][O:17][CH3:18])=[C:10]3[C:5]([CH:6]=[CH:7][CH:8]=[N:9]3)=[CH:4][CH:3]=2)=[O:47])[CH:34]=[CH:33][CH:32]=1)[C:36]1[CH:41]=[CH:40][CH:39]=[CH:38][CH:37]=1. The catalyst class is: 605. (5) Product: [C:47]([N:50]1[CH2:55][CH2:54][N:53]([C:19]([C@H:16]2[CH2:15][CH2:14][C@H:13]([CH2:12][N:7]3[C:6]4[CH:22]=[C:2]([OH:1])[CH:3]=[CH:4][C:5]=4[N:9]([CH3:10])[C:8]3=[O:11])[CH2:18][CH2:17]2)=[O:21])[CH2:52][CH2:51]1)(=[O:49])[CH3:48]. Reactant: [OH:1][C:2]1[CH:3]=[CH:4][C:5]2[N:9]([CH3:10])[C:8](=[O:11])[N:7]([CH2:12][C@H:13]3[CH2:18][CH2:17][C@H:16]([C:19]([OH:21])=O)[CH2:15][CH2:14]3)[C:6]=2[CH:22]=1.CN(C(ON1N=NC2C=CC=NC1=2)=[N+](C)C)C.F[P-](F)(F)(F)(F)F.[C:47]([N:50]1[CH2:55][CH2:54][NH:53][CH2:52][CH2:51]1)(=[O:49])[CH3:48]. The catalyst class is: 3. (6) Reactant: [O:1]=[C:2]1[CH2:10][C:9]2[C:4](=[CH:5][CH:6]=[CH:7][CH:8]=2)[CH:3]1[C:11]([O:13][CH3:14])=[O:12]. Product: [OH:1][C@H:2]1[CH2:10][C:9]2[C:4](=[CH:5][CH:6]=[CH:7][CH:8]=2)[C@H:3]1[C:11]([O:13][CH3:14])=[O:12]. The catalyst class is: 6. (7) The catalyst class is: 1. Product: [Cl:33][C:28]1[CH:27]=[C:26]([NH:25][C:24]2[C:19]3[CH:18]=[C:17]([C:14]4[CH:15]=[CH:16][C:11]([CH2:10][OH:9])=[CH:12][CH:13]=4)[NH:34][C:20]=3[N:21]=[CH:22][N:23]=2)[CH:31]=[CH:30][C:29]=1[F:32]. Reactant: [H-].[Al+3].[Li+].[H-].[H-].[H-].C([O:9][C:10](=O)[C:11]1[CH:16]=[CH:15][C:14]([C:17]2[NH:34][C:20]3[N:21]=[CH:22][N:23]=[C:24]([NH:25][C:26]4[CH:31]=[CH:30][C:29]([F:32])=[C:28]([Cl:33])[CH:27]=4)[C:19]=3[CH:18]=2)=[CH:13][CH:12]=1)C.O.[OH-].[Na+]. (8) Reactant: C[O-].[Na+].[O:4]1[C:8]2[CH:9]=[CH:10][CH:11]=[CH:12][C:7]=2[CH:6]=[C:5]1[C:13]([NH2:15])=[NH:14].C[C:17](C)([C:21]([O-])=[O:22])[C:18]([O-])=[O:19].Cl. Product: [O:4]1[C:8]2[CH:9]=[CH:10][CH:11]=[CH:12][C:7]=2[CH:6]=[C:5]1[C:13]1[NH:15][C:21](=[O:22])[CH2:17][C:18](=[O:19])[N:14]=1. The catalyst class is: 24. (9) Reactant: C(O[C:4](=[N:6][C:7](=O)[C:8]1[CH:13]=[CH:12][CH:11]=[CH:10][CH:9]=1)[CH3:5])C.Cl.[CH3:16][S:17][C:18]1[CH:23]=[CH:22][C:21]([NH:24][NH2:25])=[CH:20][CH:19]=1.C(N(CC)CC)C.O. Product: [CH3:5][C:4]1[N:6]=[C:7]([C:8]2[CH:13]=[CH:12][CH:11]=[CH:10][CH:9]=2)[N:24]([C:21]2[CH:22]=[CH:23][C:18]([S:17][CH3:16])=[CH:19][CH:20]=2)[N:25]=1. The catalyst class is: 98.